Dataset: Peptide-MHC class II binding affinity with 134,281 pairs from IEDB. Task: Regression. Given a peptide amino acid sequence and an MHC pseudo amino acid sequence, predict their binding affinity value. This is MHC class II binding data. (1) The peptide sequence is TKPEACSGEPVVVHI. The MHC is HLA-DPA10201-DPB10501 with pseudo-sequence HLA-DPA10201-DPB10501. The binding affinity (normalized) is 0. (2) The MHC is DRB1_0101 with pseudo-sequence DRB1_0101. The binding affinity (normalized) is 0.149. The peptide sequence is NVEGSYEGAYAPVLQDFRSL.